From a dataset of Forward reaction prediction with 1.9M reactions from USPTO patents (1976-2016). Predict the product of the given reaction. (1) The product is: [Br:23][C:24]1[CH:25]=[CH:26][C:27]([C:30]([F:31])([F:32])[F:33])=[CH:28][C:29]=1[C:9]1[CH2:14][CH2:13][N:12]([C:15]([O:17][C:18]([CH3:19])([CH3:20])[CH3:21])=[O:16])[CH2:11][CH:10]=1. Given the reactants CC1(C)C(C)(C)OB([C:9]2[CH2:14][CH2:13][N:12]([C:15]([O:17][C:18]([CH3:21])([CH3:20])[CH3:19])=[O:16])[CH2:11][CH:10]=2)O1.[Br:23][C:24]1[CH:29]=[CH:28][C:27]([C:30]([F:33])([F:32])[F:31])=[CH:26][C:25]=1I.P([O-])([O-])([O-])=O.[K+].[K+].[K+].O, predict the reaction product. (2) Given the reactants C([O-])(=O)C.[K+].[CH3:19][C:16]1([CH3:20])[CH2:17][O:18][B:13]([B:13]2[O:18][CH2:17][C:16]([CH3:20])([CH3:19])[CH2:15][O:14]2)[O:14][CH2:15]1.[CH3:22][O:23][C:24]1[CH:29]=[CH:28][C:27]([C:30]([C:58]2[CH:63]=[CH:62][C:61]([O:64][CH3:65])=[CH:60][CH:59]=2)([C:52]2[CH:57]=[CH:56][CH:55]=[CH:54][CH:53]=2)[NH:31][C:32]2[CH2:33][O:34][C:35]([CH3:51])([CH3:50])[C:36]([F:49])([F:48])[C@:37]([C:40]3[CH:45]=[C:44](Br)[CH:43]=[CH:42][C:41]=3[F:47])([CH3:39])[N:38]=2)=[CH:26][CH:25]=1, predict the reaction product. The product is: [CH3:22][O:23][C:24]1[CH:29]=[CH:28][C:27]([C:30]([NH:31][C:32]2[CH2:33][O:34][C:35]([CH3:51])([CH3:50])[C:36]([F:48])([F:49])[C@:37]([C:40]3[CH:45]=[C:44]([B:13]4[O:14][CH2:15][C:16]([CH3:19])([CH3:20])[CH2:17][O:18]4)[CH:43]=[CH:42][C:41]=3[F:47])([CH3:39])[N:38]=2)([C:58]2[CH:59]=[CH:60][C:61]([O:64][CH3:65])=[CH:62][CH:63]=2)[C:52]2[CH:53]=[CH:54][CH:55]=[CH:56][CH:57]=2)=[CH:26][CH:25]=1.